This data is from Full USPTO retrosynthesis dataset with 1.9M reactions from patents (1976-2016). The task is: Predict the reactants needed to synthesize the given product. The reactants are: Br[C:2]1[CH:7]=[C:6]([O:8][C:9]2[CH:14]=[CH:13][CH:12]=[CH:11][CH:10]=2)[CH:5]=[CH:4][C:3]=1[CH:15]([OH:22])[CH2:16][N:17]1[N:21]=[CH:20][CH:19]=[N:18]1.[B:23](OC(C)C)(OC(C)C)[O:24]C(C)C.[Li]CCCC. Given the product [O:8]([C:6]1[CH:5]=[CH:4][C:3]2[CH:15]([CH2:16][N:17]3[N:21]=[CH:20][CH:19]=[N:18]3)[O:22][B:23]([OH:24])[C:2]=2[CH:7]=1)[C:9]1[CH:14]=[CH:13][CH:12]=[CH:11][CH:10]=1, predict the reactants needed to synthesize it.